Dataset: Retrosynthesis with 50K atom-mapped reactions and 10 reaction types from USPTO. Task: Predict the reactants needed to synthesize the given product. (1) Given the product NCC(O)C1Cc2ccccc2N1C(=O)OCc1ccccc1, predict the reactants needed to synthesize it. The reactants are: N#CC(O)C1Cc2ccccc2N1C(=O)OCc1ccccc1. (2) Given the product O=C(CCCCN(CCO)Cc1ccccc1)NC1CCCCCC1, predict the reactants needed to synthesize it. The reactants are: O=C(CCCCBr)NC1CCCCCC1.OCCNCc1ccccc1. (3) Given the product CC(CCNC(=O)OC(C)(C)C)N1CCC(N2C(=O)N(c3ccccc3N)C[C@H]2c2ccccc2)CC1, predict the reactants needed to synthesize it. The reactants are: CC(CCNC(=O)OC(C)(C)C)N1CCC(N2C(=O)N(c3ccccc3[N+](=O)[O-])C[C@H]2c2ccccc2)CC1.